This data is from Catalyst prediction with 721,799 reactions and 888 catalyst types from USPTO. The task is: Predict which catalyst facilitates the given reaction. (1) Reactant: [C:1]([CH:4]1[CH2:9][CH2:8][N:7]([CH:10]([C:14]2[CH:19]=[CH:18][CH:17]=[CH:16][CH:15]=2)[C:11]([OH:13])=[O:12])[CH2:6][CH2:5]1)(=[O:3])[NH2:2].C1CCC(N=C=NC2CCCCC2)CC1.C1C=CC2N(O)N=NC=2C=1.[N:45]12[CH2:52][CH2:51][CH:48]([CH2:49][CH2:50]1)[C@@H:47](O)[CH2:46]2. Product: [C:1]([CH:4]1[CH2:9][CH2:8][N:7]([CH:10]([C:14]2[CH:15]=[CH:16][CH:17]=[CH:18][CH:19]=2)[C:11]([O:13][C@@H:47]2[CH:48]3[CH2:51][CH2:52][N:45]([CH2:50][CH2:49]3)[CH2:46]2)=[O:12])[CH2:6][CH2:5]1)(=[O:3])[NH2:2]. The catalyst class is: 1. (2) Reactant: [CH3:1][O:2][C:3]1[CH:4]=[C:5]2[C:8](=[CH:9][C:10]=1[O:11][CH3:12])[C@@H:7]([CH2:13][NH2:14])[CH2:6]2.C(N(CC)CC)C.[F:22][C:23]([F:30])([F:29])[C:24](OCC)=[O:25]. Product: [CH3:1][O:2][C:3]1[CH:4]=[C:5]2[C:8](=[CH:9][C:10]=1[O:11][CH3:12])[C@@H:7]([CH2:13][NH:14][C:24](=[O:25])[C:23]([F:30])([F:29])[F:22])[CH2:6]2. The catalyst class is: 5. (3) Reactant: [OH:1]/[N:2]=[CH:3]/[C:4]1[CH:13]=[CH:12][C:7]([C:8]([O:10][CH3:11])=[O:9])=[CH:6][CH:5]=1.C(Cl)Cl.C1C(=O)N(Cl)C(=O)C1.[CH2:25]=[C:26]1[CH2:31][CH2:30][N:29]([C:32]([O:34][C:35]([CH3:38])([CH3:37])[CH3:36])=[O:33])[CH2:28][CH2:27]1. Product: [CH3:11][O:10][C:8]([C:7]1[CH:12]=[CH:13][C:4]([C:3]2[CH2:25][C:26]3([CH2:31][CH2:30][N:29]([C:32]([O:34][C:35]([CH3:36])([CH3:38])[CH3:37])=[O:33])[CH2:28][CH2:27]3)[O:1][N:2]=2)=[CH:5][CH:6]=1)=[O:9]. The catalyst class is: 3. (4) Reactant: C([O:3][C:4]([C:6]1[C:7]2[C:15]([CH:16]=[CH2:17])=[N:14][N:13]([CH:18]3[CH2:23][CH2:22][CH2:21][CH2:20][O:19]3)[C:8]=2[N:9]=[C:10](Cl)[CH:11]=1)=[O:5])C.[OH:24][C:25]1[CH:30]=[CH:29][C:28](B(O)O)=[CH:27][CH:26]=1.C(=O)([O-])[O-].[Cs+].[Cs+]. Product: [OH:24][C:25]1[CH:30]=[CH:29][C:28]([C:10]2[CH:11]=[C:6]([C:4]([OH:3])=[O:5])[C:7]3[C:15]([CH:16]=[CH2:17])=[N:14][N:13]([CH:18]4[CH2:23][CH2:22][CH2:21][CH2:20][O:19]4)[C:8]=3[N:9]=2)=[CH:27][CH:26]=1. The catalyst class is: 77. (5) Reactant: [NH2:1][C:2]1[N:7]=[C:6](Cl)[C:5]([CH2:9][C:10]2[CH:19]=[CH:18][C:13]([C:14]([O:16][CH3:17])=[O:15])=[CH:12][C:11]=2[O:20][CH3:21])=[C:4]([CH3:22])[N:3]=1.[CH2:23]([NH2:27])[CH2:24][CH2:25][CH3:26]. Product: [NH2:1][C:2]1[N:7]=[C:6]([NH:27][CH2:23][CH2:24][CH2:25][CH3:26])[C:5]([CH2:9][C:10]2[CH:19]=[CH:18][C:13]([C:14]([O:16][CH3:17])=[O:15])=[CH:12][C:11]=2[O:20][CH3:21])=[C:4]([CH3:22])[N:3]=1. The catalyst class is: 12. (6) Reactant: [NH:1]1[C:5]2[CH:6]=[CH:7][C:8]([C:10]([OH:12])=O)=[CH:9][C:4]=2[N:3]=[CH:2]1.[F:13][C:14]1[C:27]2[CH2:26][CH2:25][C@H:24]3[C@H:19]([CH2:20][CH2:21][CH2:22][NH:23]3)[C:18]=2[CH:17]=[C:16]([F:28])[CH:15]=1. Product: [NH:1]1[C:5]2[CH:6]=[CH:7][C:8]([C:10]([N:23]3[C@@H:24]4[C@@H:19]([C:18]5[CH:17]=[C:16]([F:28])[CH:15]=[C:14]([F:13])[C:27]=5[CH2:26][CH2:25]4)[CH2:20][CH2:21][CH2:22]3)=[O:12])=[CH:9][C:4]=2[N:3]=[CH:2]1. The catalyst class is: 61.